From a dataset of Reaction yield outcomes from USPTO patents with 853,638 reactions. Predict the reaction yield, written as a fraction of the theoretical maximum amount of product (1.0 means a 100% yield; for example, 0.34 means a 34% yield). (1) The reactants are C([N:8]1[CH2:12][CH2:11][C:10]([C:15]2[CH:20]=[C:19]([F:21])[CH:18]=[C:17]([Cl:22])[CH:16]=2)([O:13][CH3:14])[CH2:9]1)C1C=CC=CC=1.ClC(OC(Cl)C)=O. The catalyst is ClCCCl. The product is [Cl:22][C:17]1[CH:16]=[C:15]([C:10]2([O:13][CH3:14])[CH2:11][CH2:12][NH:8][CH2:9]2)[CH:20]=[C:19]([F:21])[CH:18]=1. The yield is 0.520. (2) The reactants are Br[C:2]1[CH:11]=[CH:10][CH:9]=[C:8]2[C:3]=1[C:4]([OH:18])=[N:5][C:6]([C:12]1[CH:13]=[N:14][CH:15]=[N:16][CH:17]=1)=[N:7]2.[C:19]1(B(O)O)[CH:24]=[CH:23][CH:22]=[CH:21][CH:20]=1.C(=O)([O-])[O-].[K+].[K+]. The catalyst is C(COC)OC.O.[Pd](Cl)Cl.C1(P(C2C=CC=CC=2)[C-]2C=CC=C2)C=CC=CC=1.[C-]1(P(C2C=CC=CC=2)C2C=CC=CC=2)C=CC=C1.[Fe+2]. The product is [C:19]1([C:2]2[CH:11]=[CH:10][CH:9]=[C:8]3[C:3]=2[C:4]([OH:18])=[N:5][C:6]([C:12]2[CH:13]=[N:14][CH:15]=[N:16][CH:17]=2)=[N:7]3)[CH:24]=[CH:23][CH:22]=[CH:21][CH:20]=1. The yield is 0.270. (3) The reactants are O.[OH-].[Li+].C[O:5][C:6]([C:8]1[O:9][C:10]([CH2:13][O:14][C:15]2[CH:20]=[CH:19][C:18]([C:21]3[CH:26]=[CH:25][CH:24]=[CH:23][CH:22]=3)=[CH:17][CH:16]=2)=[CH:11][CH:12]=1)=[O:7]. The catalyst is O.O1CCCC1. The product is [C:18]1([C:21]2[CH:26]=[CH:25][CH:24]=[CH:23][CH:22]=2)[CH:17]=[CH:16][C:15]([O:14][CH2:13][C:10]2[O:9][C:8]([C:6]([OH:7])=[O:5])=[CH:12][CH:11]=2)=[CH:20][CH:19]=1. The yield is 0.840. (4) The reactants are [F:1][C:2]1[CH:13]=[CH:12][C:5]([O:6][CH:7]([CH2:10][OH:11])[CH2:8][OH:9])=[CH:4][CH:3]=1.[H-].[Na+].I[CH3:17]. The catalyst is C1COCC1. The product is [F:1][C:2]1[CH:3]=[CH:4][C:5]([O:6][CH:7]([CH2:10][O:11][CH3:17])[CH2:8][OH:9])=[CH:12][CH:13]=1. The yield is 0.310. (5) The reactants are CS([CH2:5][CH:6]=[CH:7][CH2:8]S(C)(=O)=O)(=O)=O.[CH3:13][O:14][C:15]1[CH:22]=[CH:21][C:18]([CH2:19][NH2:20])=[CH:17][CH:16]=1. The catalyst is ClCCl. The product is [CH3:13][O:14][C:15]1[CH:22]=[CH:21][C:18]([CH2:19][N:20]2[CH2:8][CH:7]=[CH:6][CH2:5]2)=[CH:17][CH:16]=1. The yield is 0.630. (6) The reactants are CC([O-])(C)C.[Na+].[CH3:7][C:8]1[CH2:9][C:10]2[C:15]([CH:16]=1)=[C:14](Cl)[CH:13]=[CH:12][CH:11]=2.[CH3:18][NH:19][C:20]1[CH:25]=[CH:24][CH:23]=[CH:22][CH:21]=1. The catalyst is C1C=CC(/C=C/C(/C=C/C2C=CC=CC=2)=O)=CC=1.C1C=CC(/C=C/C(/C=C/C2C=CC=CC=2)=O)=CC=1.[Pd].P(C(C)(C)C)(C(C)(C)C)C(C)(C)C.O. The product is [CH3:7][C:8]1[CH2:9][C:10]2[C:15]([CH:16]=1)=[C:14]([N:19]([C:20]1[CH:25]=[CH:24][CH:23]=[CH:22][CH:21]=1)[CH3:18])[CH:13]=[CH:12][CH:11]=2. The yield is 0.680. (7) The product is [CH2:1]([O:8][C:9]1[C:14](=[O:15])[N:13]2[CH:16]=[C:17]([CH3:20])[CH:18]=[CH:19][C:12]2=[N:11][C:10]=1[C:21]([NH:31][NH:30][C:28](=[O:29])[C:27]1[CH:32]=[CH:33][CH:34]=[C:25]([CH3:24])[CH:26]=1)=[O:22])[C:2]1[CH:3]=[CH:4][CH:5]=[CH:6][CH:7]=1. The yield is 0.530. The catalyst is O1CCCC1. The reactants are [CH2:1]([O:8][C:9]1[C:14](=[O:15])[N:13]2[CH:16]=[C:17]([CH3:20])[CH:18]=[CH:19][C:12]2=[N:11][C:10]=1[C:21](O)=[O:22])[C:2]1[CH:7]=[CH:6][CH:5]=[CH:4][CH:3]=1.[CH3:24][C:25]1[CH:26]=[C:27]([CH:32]=[CH:33][CH:34]=1)[C:28]([NH:30][NH2:31])=[O:29].ON1C2C=CC=CC=2N=N1.Cl.CN(C)CCCN=C=NCC. (8) The reactants are C([O-])([O-])=O.[K+].[K+].[CH2:7]([O:9][C:10](=[O:31])[CH2:11][CH2:12][CH2:13][CH2:14][CH2:15][CH2:16][N:17]([C:24]1[CH:29]=[C:28]([OH:30])[CH:27]=[CH:26][N:25]=1)[C:18]1[CH:23]=[CH:22][CH:21]=[CH:20][N:19]=1)[CH3:8].I[CH2:33][CH2:34][CH3:35].CCOC(C)=O. The catalyst is CN(C=O)C.[Cl-].[Na+].O. The product is [CH2:7]([O:9][C:10](=[O:31])[CH2:11][CH2:12][CH2:13][CH2:14][CH2:15][CH2:16][N:17]([C:24]1[CH:29]=[C:28]([O:30][CH2:33][CH2:34][CH3:35])[CH:27]=[CH:26][N:25]=1)[C:18]1[CH:23]=[CH:22][CH:21]=[CH:20][N:19]=1)[CH3:8]. The yield is 0.800.